Dataset: Experimental lipophilicity measurements (octanol/water distribution) for 4,200 compounds from AstraZeneca. Task: Regression/Classification. Given a drug SMILES string, predict its absorption, distribution, metabolism, or excretion properties. Task type varies by dataset: regression for continuous measurements (e.g., permeability, clearance, half-life) or binary classification for categorical outcomes (e.g., BBB penetration, CYP inhibition). For this dataset (lipophilicity_astrazeneca), we predict Y. The compound is COc1cc(Nc2cc(Oc3cccnc3C)ccn2)cc(OC)c1OC. The Y is 3.19 logD.